Dataset: Forward reaction prediction with 1.9M reactions from USPTO patents (1976-2016). Task: Predict the product of the given reaction. (1) Given the reactants CCCC[N+](CCCC)(CCCC)CCCC.[F-].[CH3:19][O:20][C:21]1[C:26]2[C:27](=[O:52])[N:28]3[CH2:43][C@H:42]([O:44][Si](C(C)(C)C)(C)C)[CH2:41][C@H:29]3[C:30](=[O:40])[N:31]([CH2:32][O:33][CH2:34][CH2:35][Si:36]([CH3:39])([CH3:38])[CH3:37])[C:25]=2[CH:24]=[CH:23][C:22]=1[O:53][CH3:54], predict the reaction product. The product is: [CH3:19][O:20][C:21]1[C:26]2[C:27](=[O:52])[N:28]3[CH2:43][C@H:42]([OH:44])[CH2:41][C@H:29]3[C:30](=[O:40])[N:31]([CH2:32][O:33][CH2:34][CH2:35][Si:36]([CH3:39])([CH3:37])[CH3:38])[C:25]=2[CH:24]=[CH:23][C:22]=1[O:53][CH3:54]. (2) Given the reactants [Cl-].[NH2:2][C:3]1[N:11]=[C:10]2[C:6]([N:7]=[CH:8][NH:9]2)=[C:5]([N+]2C=CC(N(C)C)=CC=2)[N:4]=1.[CH2:21](I)[CH3:22].[C:24]([O-])([O-])=[O:25].[K+].[K+].[OH-].[K+], predict the reaction product. The product is: [NH2:2][C:3]1[N:11]=[C:10]2[C:6]([N:7]=[CH:8][N:9]2[CH2:21][CH3:22])=[C:5]([O:25][CH3:24])[N:4]=1. (3) Given the reactants [H-].[Na+].[C:3]([C:6]1[CH:7]=[N:8][CH:9]=[CH:10][C:11]=1[C:12]1[CH:32]=[CH:31][C:15]([O:16][CH2:17][C@@H:18]([NH:23][C:24](=[O:30])[O:25][C:26]([CH3:29])([CH3:28])[CH3:27])[CH2:19][CH:20]([CH3:22])[CH3:21])=[CH:14][C:13]=1F)(=[O:5])[NH2:4], predict the reaction product. The product is: [CH3:21][CH:20]([CH3:22])[CH2:19][C@H:18]([NH:23][C:24](=[O:30])[O:25][C:26]([CH3:29])([CH3:28])[CH3:27])[CH2:17][O:16][C:15]1[CH:14]=[CH:13][C:12]2[C:11]3[C:6](=[CH:7][N:8]=[CH:9][CH:10]=3)[C:3](=[O:5])[NH:4][C:32]=2[CH:31]=1. (4) Given the reactants C(O[C:5](=[O:7])[CH3:6])(=O)C.[F:8][C:9]1[CH:15]=[CH:14][C:12]([NH2:13])=[CH:11][CH:10]=1.Br[C:17]1[CH:22]=[CH:21][C:20]([F:23])=[CH:19][CH:18]=1.C(=O)([O-])[O-].[K+].[K+], predict the reaction product. The product is: [F:8][C:9]1[CH:15]=[CH:14][C:12]([N:13]([C:17]2[CH:22]=[CH:21][C:20]([F:23])=[CH:19][CH:18]=2)[C:5](=[O:7])[CH3:6])=[CH:11][CH:10]=1. (5) Given the reactants N1CCC[C@H]1C(O)=O.[H-].[Na+].C[O:12][C:13](=[O:27])[C@@H:14]1[CH2:18][C@@H:17]([OH:19])[CH2:16][N:15]1[C:20]([O:22][C:23]([CH3:26])([CH3:25])[CH3:24])=[O:21].[Br:28][C:29]1[CH:36]=[CH:35][C:32]([CH2:33]Br)=[CH:31][CH:30]=1, predict the reaction product. The product is: [C:20]([N:15]1[CH2:16][C@H:17]([O:19][CH2:33][C:32]2[CH:35]=[CH:36][C:29]([Br:28])=[CH:30][CH:31]=2)[CH2:18][C@H:14]1[C:13]([OH:12])=[O:27])([O:22][C:23]([CH3:26])([CH3:25])[CH3:24])=[O:21]. (6) Given the reactants [Cl:1][C:2]1[CH:3]=[C:4]([C:21]2[CH:26]=[CH:25][CH:24]=[CH:23][CH:22]=2)[C:5]2[O:10][CH:9]([C:11]([F:14])([F:13])[F:12])[C:8]([C:15]([O:17]CC)=[O:16])=[CH:7][C:6]=2[CH:20]=1.CO.[OH-].[Na+], predict the reaction product. The product is: [Cl:1][C:2]1[CH:3]=[C:4]([C:21]2[CH:26]=[CH:25][CH:24]=[CH:23][CH:22]=2)[C:5]2[O:10][CH:9]([C:11]([F:13])([F:12])[F:14])[C:8]([C:15]([OH:17])=[O:16])=[CH:7][C:6]=2[CH:20]=1.